Task: Predict which catalyst facilitates the given reaction.. Dataset: Catalyst prediction with 721,799 reactions and 888 catalyst types from USPTO Reactant: Cl[C:2]1[N:30]=[CH:29][C:5]2[N:6]=[C:7]([C:12]3[CH:17]=[CH:16][C:15]([O:18][CH:19]4[CH2:24][CH2:23][N:22]([CH:25]5[CH2:28][CH2:27][CH2:26]5)[CH2:21][CH2:20]4)=[CH:14][CH:13]=3)[N:8]([CH3:11])[C:9](=[O:10])[C:4]=2[CH:3]=1.C(N(CC)CC)C.[H][H]. Product: [CH:25]1([N:22]2[CH2:21][CH2:20][CH:19]([O:18][C:15]3[CH:16]=[CH:17][C:12]([C:7]4[N:8]([CH3:11])[C:9](=[O:10])[C:4]5[CH:3]=[CH:2][N:30]=[CH:29][C:5]=5[N:6]=4)=[CH:13][CH:14]=3)[CH2:24][CH2:23]2)[CH2:26][CH2:27][CH2:28]1. The catalyst class is: 586.